From a dataset of Forward reaction prediction with 1.9M reactions from USPTO patents (1976-2016). Predict the product of the given reaction. Given the reactants [Br:1][C:2]1[CH:7]=[CH:6][C:5]([CH2:8][CH2:9][NH:10][C:11](=[O:16])[C:12]([F:15])([F:14])[F:13])=[CH:4][CH:3]=1.O.F[B-](F)(F)F.[O:23]=[N+:24]=[O:25], predict the reaction product. The product is: [Br:1][C:2]1[CH:3]=[CH:4][C:5]([CH2:8][CH2:9][NH:10][C:11](=[O:16])[C:12]([F:14])([F:15])[F:13])=[C:6]([N+:24]([O-:25])=[O:23])[CH:7]=1.